Predict the reaction yield, written as a fraction of the theoretical maximum amount of product (1.0 means a 100% yield; for example, 0.34 means a 34% yield). From a dataset of Reaction yield outcomes from USPTO patents with 853,638 reactions. The reactants are [O:1]1[C:5]2([CH2:10][CH2:9][C:8](=O)[CH2:7][CH2:6]2)[O:4][CH2:3][CH2:2]1.CC1C([P+]([O:32][C:33]([CH3:35])=[O:34])(C2C=CC=CC=2)C2C=CC=CC=2)=CC=CC=1.[C:36]1(C)C=CC=CC=1. The yield is 0.810. No catalyst specified. The product is [CH3:36][O:32][C:33](=[O:34])[CH:35]=[C:8]1[CH2:9][CH2:10][C:5]2([O:4][CH2:3][CH2:2][O:1]2)[CH2:6][CH2:7]1.